Task: Predict which catalyst facilitates the given reaction.. Dataset: Catalyst prediction with 721,799 reactions and 888 catalyst types from USPTO (1) Reactant: [CH3:1][C:2]1[C:11]([N:12]2[C:16]3[CH:17]=[CH:18][CH:19]=[CH:20][C:15]=3[NH:14][C:13]2=[S:21])=[CH:10][CH:9]=[CH:8][C:3]=1[C:4]([O:6][CH3:7])=[O:5].[C:22](=O)([O-])[O-].[K+].[K+].CI.O. Product: [CH3:1][C:2]1[C:11]([N:12]2[C:16]3[CH:17]=[CH:18][CH:19]=[CH:20][C:15]=3[N:14]=[C:13]2[S:21][CH3:22])=[CH:10][CH:9]=[CH:8][C:3]=1[C:4]([O:6][CH3:7])=[O:5]. The catalyst class is: 9. (2) Reactant: [CH2:1]([Li])[CH2:2][CH2:3]C.[CH:6]1[C:18]2[CH:17]([C:19]([OH:21])=[O:20])[C:16]3[C:11](=[CH:12][CH:13]=[CH:14][CH:15]=3)[C:10]=2[CH:9]=[CH:8][CH:7]=1.C(Br)C=C.O. Product: [CH2:3]([C:17]1([C:19]([OH:21])=[O:20])[C:18]2[CH:6]=[CH:7][CH:8]=[CH:9][C:10]=2[C:11]2[C:16]1=[CH:15][CH:14]=[CH:13][CH:12]=2)[CH:2]=[CH2:1]. The catalyst class is: 1. (3) Reactant: [Cl:1][C:2]1[CH:3]=[N:4][CH:5]=[C:6]([Cl:30])[C:7]=1[CH2:8][C:9]([C:11]1[C:16]2[CH:17]=[C:18]([CH:20]([OH:27])[C:21]3[CH:26]=[CH:25][CH:24]=[CH:23][CH:22]=3)[O:19][C:15]=2[C:14]([O:28][CH3:29])=[CH:13][CH:12]=1)=[O:10].CC(C)=O.OS(O)(=O)=O.O=[Cr](=O)=O.[OH-].[K+]. Product: [C:20]([C:18]1[O:19][C:15]2[C:14]([O:28][CH3:29])=[CH:13][CH:12]=[C:11]([C:9](=[O:10])[CH2:8][C:7]3[C:2]([Cl:1])=[CH:3][N:4]=[CH:5][C:6]=3[Cl:30])[C:16]=2[CH:17]=1)(=[O:27])[C:21]1[CH:26]=[CH:25][CH:24]=[CH:23][CH:22]=1. The catalyst class is: 21. (4) Reactant: [OH:1][CH2:2][C:3]([C:6]1[O:10][N:9]=[C:8]([NH:11][C:12]([NH:14][C:15]2[CH:20]=[CH:19][C:18]([C:21]3[N:22]=[C:23]4[N:27]([CH:28]=3)[C:26]3[CH:29]=[CH:30][C:31]([O:33][CH2:34][CH2:35][N:36]5[CH2:41][CH2:40][O:39][CH2:38][CH2:37]5)=[CH:32][C:25]=3[S:24]4)=[CH:17][CH:16]=2)=[O:13])[CH:7]=1)([CH3:5])[CH3:4].CC(OI1(OC(C)=O)(OC(C)=O)OC(=O)C2C=CC=CC1=2)=O. Product: [CH3:5][C:3]([C:6]1[O:10][N:9]=[C:8]([NH:11][C:12]([NH:14][C:15]2[CH:16]=[CH:17][C:18]([C:21]3[N:22]=[C:23]4[N:27]([CH:28]=3)[C:26]3[CH:29]=[CH:30][C:31]([O:33][CH2:34][CH2:35][N:36]5[CH2:37][CH2:38][O:39][CH2:40][CH2:41]5)=[CH:32][C:25]=3[S:24]4)=[CH:19][CH:20]=2)=[O:13])[CH:7]=1)([CH3:4])[CH:2]=[O:1]. The catalyst class is: 4. (5) Reactant: Br[CH2:2][C:3]1[CH:4]=[C:5](CN(CC)CC)C=[CH:7][C:8]=1[Cl:9].[CH3:16][C:17]1[N:22]=[C:21]([SH:23])[N:20]=[C:19]([OH:24])[CH:18]=1.[CH2:25]([N:27]([CH2:30][CH3:31])[CH2:28][CH3:29])[CH3:26]. Product: [Cl:9][C:8]1[CH:7]=[C:26]([CH2:25][N:27]([CH2:30][CH3:31])[CH2:28][CH3:29])[CH:5]=[CH:4][C:3]=1[CH2:2][S:23][C:21]1[N:20]=[C:19]([OH:24])[CH:18]=[C:17]([CH3:16])[N:22]=1. The catalyst class is: 8.